Dataset: Full USPTO retrosynthesis dataset with 1.9M reactions from patents (1976-2016). Task: Predict the reactants needed to synthesize the given product. Given the product [CH2:1]([C@@:5]1([CH2:28][CH3:29])[NH:11][C@@H:10]([C:12]2[CH:13]=[CH:14][CH:15]=[CH:16][CH:17]=2)[C:9]2[CH:18]=[C:19]([O:24][CH3:25])[C:20]([CH:22]=[O:23])=[CH:21][C:8]=2[S:7](=[O:26])(=[O:27])[CH2:6]1)[CH2:2][CH2:3][CH3:4], predict the reactants needed to synthesize it. The reactants are: [CH2:1]([C@@:5]1([CH2:28][CH3:29])[NH:11][C@@H:10]([C:12]2[CH:17]=[CH:16][CH:15]=[CH:14][CH:13]=2)[C:9]2[CH:18]=[C:19]([O:24][CH3:25])[C:20]([CH2:22][OH:23])=[CH:21][C:8]=2[S:7](=[O:27])(=[O:26])[CH2:6]1)[CH2:2][CH2:3][CH3:4].CC(OI1(OC(C)=O)(OC(C)=O)OC(=O)C2C=CC=CC1=2)=O.